This data is from Full USPTO retrosynthesis dataset with 1.9M reactions from patents (1976-2016). The task is: Predict the reactants needed to synthesize the given product. Given the product [O:32]=[C:9]1[N:8]([CH2:33][CH2:34][CH3:35])[C:7]([NH:6][CH2:5][C:4]([OH:36])=[O:3])=[N:15][C:14]2[N:13]=[C:12]([C:16]3[CH:17]=[N:18][N:19]([CH2:21][C:22]4[CH:27]=[CH:26][CH:25]=[C:24]([C:28]([F:31])([F:30])[F:29])[CH:23]=4)[CH:20]=3)[NH:11][C:10]1=2, predict the reactants needed to synthesize it. The reactants are: C([O:3][C:4](=[O:36])[CH2:5][NH:6][C:7]1[N:8]([CH2:33][CH2:34][CH3:35])[C:9](=[O:32])[C:10]2[NH:11][C:12]([C:16]3[CH:17]=[N:18][N:19]([CH2:21][C:22]4[CH:27]=[CH:26][CH:25]=[C:24]([C:28]([F:31])([F:30])[F:29])[CH:23]=4)[CH:20]=3)=[N:13][C:14]=2[N:15]=1)C.[OH-].[Li+].